Dataset: Forward reaction prediction with 1.9M reactions from USPTO patents (1976-2016). Task: Predict the product of the given reaction. Given the reactants [CH2:1]([O:3][C:4]1[CH:5]=[CH:6][C:7]([N+:11]([O-:13])=[O:12])=[C:8]([NH2:10])[CH:9]=1)[CH3:2].ClC1C=CC([N+]([O-])=O)=C(N)C=1.[OH-].[K+].[CH3:27][C:28]([O:31][C:32](O[C:32]([O:31][C:28]([CH3:30])([CH3:29])[CH3:27])=[O:33])=[O:33])([CH3:30])[CH3:29].C(O)(C(F)(F)F)=O, predict the reaction product. The product is: [C:28]([O:31][C:32](=[O:33])[NH:10][C:8]1[CH:9]=[C:4]([O:3][CH2:1][CH3:2])[CH:5]=[CH:6][C:7]=1[N+:11]([O-:13])=[O:12])([CH3:30])([CH3:29])[CH3:27].